This data is from Full USPTO retrosynthesis dataset with 1.9M reactions from patents (1976-2016). The task is: Predict the reactants needed to synthesize the given product. (1) Given the product [CH3:12][S:13]([CH2:2][C:3]1[NH:8][C:7](=[O:9])[NH:6][C:5](=[O:10])[CH:4]=1)(=[O:15])=[O:14], predict the reactants needed to synthesize it. The reactants are: Cl[CH2:2][C:3]1[NH:8][C:7](=[O:9])[NH:6][C:5](=[O:10])[CH:4]=1.[Na+].[CH3:12][S:13]([O-:15])=[O:14]. (2) Given the product [C:1]([O:5][C:6]([N:8]1[CH2:17][C:16](=[O:18])[C:15]2[C:10](=[CH:11][CH:12]=[C:13]([O:19][CH2:20][C:21]3[CH:26]=[CH:25][CH:24]=[CH:23][CH:22]=3)[CH:14]=2)[CH2:9]1)=[O:7])([CH3:4])([CH3:2])[CH3:3], predict the reactants needed to synthesize it. The reactants are: [C:1]([O:5][C:6]([N:8]1[CH2:17][CH:16]([OH:18])[C:15]2[C:10](=[CH:11][CH:12]=[C:13]([O:19][CH2:20][C:21]3[CH:26]=[CH:25][CH:24]=[CH:23][CH:22]=3)[CH:14]=2)[CH2:9]1)=[O:7])([CH3:4])([CH3:3])[CH3:2].CC(OI1(OC(C)=O)(OC(C)=O)OC(=O)C2C=CC=CC1=2)=O. (3) Given the product [CH2:20]([C:2]1[CH:10]=[C:9]2[C:5]([CH2:6][O:7][C:8]2=[O:11])=[CH:4][CH:3]=1)[CH3:21], predict the reactants needed to synthesize it. The reactants are: Br[C:2]1[CH:10]=[C:9]2[C:5]([CH2:6][O:7][C:8]2=[O:11])=[CH:4][CH:3]=1.P([O-])([O-])([O-])=O.[K+].[K+].[K+].[CH2:20]1COC[CH2:21]1. (4) Given the product [Br:1][C:2]1[CH:3]=[CH:4][C:5]([C:6]([NH:11][C:12]2[CH:17]=[CH:16][CH:15]=[CH:14][CH:13]=2)=[O:8])=[CH:9][CH:10]=1, predict the reactants needed to synthesize it. The reactants are: [Br:1][C:2]1[CH:10]=[CH:9][C:5]([C:6]([OH:8])=O)=[CH:4][CH:3]=1.[NH2:11][C:12]1[CH:17]=[CH:16][CH:15]=[CH:14][CH:13]=1. (5) Given the product [Br:1][C:2]1[CH:13]=[N:12][C:5]2=[N:6][C:7]([NH:14][CH2:15][CH:16]3[CH2:19][N:18]([C:20]([O:22][C:23]([CH3:26])([CH3:25])[CH3:24])=[O:21])[CH2:17]3)=[C:8]([Cl:10])[N:9]=[C:4]2[CH:3]=1, predict the reactants needed to synthesize it. The reactants are: [Br:1][C:2]1[CH:13]=[N:12][C:5]2=[N:6][C:7](Cl)=[C:8]([Cl:10])[N:9]=[C:4]2[CH:3]=1.[NH2:14][CH2:15][CH:16]1[CH2:19][N:18]([C:20]([O:22][C:23]([CH3:26])([CH3:25])[CH3:24])=[O:21])[CH2:17]1. (6) Given the product [Br:28][C:8]1[CH:7]=[CH:6][C:5]2[N:4]([S:17]([C:20]3[CH:21]=[CH:22][C:23]([O:26][CH3:27])=[CH:24][CH:25]=3)(=[O:18])=[O:19])[CH:3]([CH2:1][CH3:2])[C:16]3[C:11](=[CH:12][CH:13]=[CH:14][CH:15]=3)[C:10]=2[CH:9]=1, predict the reactants needed to synthesize it. The reactants are: [CH2:1]([CH:3]1[C:16]2[C:11](=[CH:12][CH:13]=[CH:14][CH:15]=2)[C:10]2[CH:9]=[CH:8][CH:7]=[CH:6][C:5]=2[N:4]1[S:17]([C:20]1[CH:25]=[CH:24][C:23]([O:26][CH3:27])=[CH:22][CH:21]=1)(=[O:19])=[O:18])[CH3:2].[Br:28]Br.